From a dataset of Full USPTO retrosynthesis dataset with 1.9M reactions from patents (1976-2016). Predict the reactants needed to synthesize the given product. (1) Given the product [C:11]1([C:2]2[CH:10]=[C:9]3[C:5]([CH:6]=[CH:7][NH:8]3)=[CH:4][CH:3]=2)[CH:16]=[CH:15][CH:14]=[CH:13][CH:12]=1, predict the reactants needed to synthesize it. The reactants are: Br[C:2]1[CH:10]=[C:9]2[C:5]([CH:6]=[CH:7][NH:8]2)=[CH:4][CH:3]=1.[C:11]1(B(O)O)[CH:16]=[CH:15][CH:14]=[CH:13][CH:12]=1.C([O-])(O)=O.[Na+]. (2) Given the product [S:1]1[C:5]([C@H:6]([O:26][Si:27]([C:40]([CH3:43])([CH3:42])[CH3:41])([C:34]2[CH:39]=[CH:38][CH:37]=[CH:36][CH:35]=2)[C:28]2[CH:29]=[CH:30][CH:31]=[CH:32][CH:33]=2)/[CH:7]=[CH:8]/[C@H:9]2[C:13](=[O:14])[CH2:12][C@H:11]([OH:15])[C@@H:10]2[CH2:16]/[CH:17]=[CH:18]\[CH2:19][CH2:20][CH2:21][C:22]([O:24][CH3:25])=[O:23])=[CH:4][C:3]2[CH:44]=[CH:45][CH:46]=[CH:47][C:2]1=2, predict the reactants needed to synthesize it. The reactants are: [S:1]1[C:5]([C@H:6]([O:26][Si:27]([C:40]([CH3:43])([CH3:42])[CH3:41])([C:34]2[CH:39]=[CH:38][CH:37]=[CH:36][CH:35]=2)[C:28]2[CH:33]=[CH:32][CH:31]=[CH:30][CH:29]=2)/[CH:7]=[CH:8]/[C@H:9]2[C@H:13]([OH:14])[CH2:12][C@H:11]([OH:15])[C@@H:10]2[CH2:16]/[CH:17]=[CH:18]\[CH2:19][CH2:20][CH2:21][C:22]([O:24][CH3:25])=[O:23])=[CH:4][C:3]2[CH:44]=[CH:45][CH:46]=[CH:47][C:2]1=2.CC(C)=O.OS(O)(=O)=O.O=[Cr](=O)=O. (3) Given the product [C:1]1([C:7]2[N:11]([C:19]([C:20]3[CH:25]=[CH:24][CH:23]=[CH:22][CH:21]=3)([C:32]3[CH:33]=[CH:34][CH:35]=[CH:36][CH:37]=3)[C:26]3[CH:27]=[CH:28][CH:29]=[CH:30][CH:31]=3)[N:10]=[N:9][N:8]=2)[CH:2]=[CH:3][CH:4]=[CH:5][CH:6]=1, predict the reactants needed to synthesize it. The reactants are: [C:1]1([C:7]2[NH:11][N:10]=[N:9][N:8]=2)[CH:6]=[CH:5][CH:4]=[CH:3][CH:2]=1.C(=O)([O-])[O-].[Na+].[Na+].O.[C:19](Cl)([C:32]1[CH:37]=[CH:36][CH:35]=[CH:34][CH:33]=1)([C:26]1[CH:31]=[CH:30][CH:29]=[CH:28][CH:27]=1)[C:20]1[CH:25]=[CH:24][CH:23]=[CH:22][CH:21]=1. (4) Given the product [Br:8][C:9]1[CH:14]=[CH:13][C:12]([NH:15][C:16]([C:18]2[C:37]([O:38][CH2:39][CH:40]([F:42])[F:41])=[CH:36][C:21]3[N:22]([CH3:35])[C:23]([NH:25][C:26]4[CH:31]=[C:30]([CH2:32][NH:33][C:1]([C:2]([CH3:5])([CH3:4])[CH3:3])=[O:6])[CH:29]=[CH:28][C:27]=4[Cl:34])=[N:24][C:20]=3[CH:19]=2)=[O:17])=[CH:11][CH:10]=1, predict the reactants needed to synthesize it. The reactants are: [C:1](Cl)(=[O:6])[C:2]([CH3:5])([CH3:4])[CH3:3].[Br:8][C:9]1[CH:14]=[CH:13][C:12]([NH:15][C:16]([C:18]2[C:37]([O:38][CH2:39][CH:40]([F:42])[F:41])=[CH:36][C:21]3[N:22]([CH3:35])[C:23]([NH:25][C:26]4[CH:31]=[C:30]([CH2:32][NH2:33])[CH:29]=[CH:28][C:27]=4[Cl:34])=[N:24][C:20]=3[CH:19]=2)=[O:17])=[CH:11][CH:10]=1.O. (5) The reactants are: [CH3:1][O:2][C:3]([C:5]1[N:13]([CH:14]2[CH2:16][CH2:15]2)[C:12]2[CH:11]=[CH:10][N:9]=[CH:8][C:7]=2[C:6]=1[NH2:17])=[O:4].[F:18][C:19]1[CH:24]=[C:23]([Si:25]([CH3:28])([CH3:27])[CH3:26])[CH:22]=[CH:21][C:20]=1OS(C(F)(F)F)(=O)=O.CC1(C)C2C(=C(P(C3C=CC=CC=3)C3C=CC=CC=3)C=CC=2)OC2C(P(C3C=CC=CC=3)C3C=CC=CC=3)=CC=CC1=2.C([O-])([O-])=O.[Cs+].[Cs+]. Given the product [CH3:1][O:2][C:3]([C:5]1[N:13]([CH:14]2[CH2:15][CH2:16]2)[C:12]2[CH:11]=[CH:10][N:9]=[CH:8][C:7]=2[C:6]=1[NH:17][C:20]1[CH:21]=[CH:22][C:23]([Si:25]([CH3:27])([CH3:26])[CH3:28])=[CH:24][C:19]=1[F:18])=[O:4], predict the reactants needed to synthesize it. (6) Given the product [O:37]=[C:38]1[NH:42][CH2:41][C:40](=[O:43])[N:39]1[CH2:44][C:45]([N:28]1[CH2:29][CH2:30][C@H:25]([NH:24][CH2:23][C:14]2[CH:13]=[C:12]([C:5]3[CH:6]=[CH:7][C:8]([C:10]#[N:11])=[CH:9][C:4]=3[F:3])[CH:17]=[CH:16][C:15]=2[O:18][C:19]([F:21])([F:22])[F:20])[C@H:26]([C:31]2[CH:32]=[CH:33][CH:34]=[CH:35][CH:36]=2)[CH2:27]1)=[O:46], predict the reactants needed to synthesize it. The reactants are: Cl.Cl.[F:3][C:4]1[CH:9]=[C:8]([C:10]#[N:11])[CH:7]=[CH:6][C:5]=1[C:12]1[CH:17]=[CH:16][C:15]([O:18][C:19]([F:22])([F:21])[F:20])=[C:14]([CH2:23][NH:24][C@H:25]2[CH2:30][CH2:29][NH:28][CH2:27][C@H:26]2[C:31]2[CH:36]=[CH:35][CH:34]=[CH:33][CH:32]=2)[CH:13]=1.[O:37]=[C:38]1[NH:42][CH2:41][C:40](=[O:43])[N:39]1[CH2:44][C:45](O)=[O:46]. (7) The reactants are: [Cl:1][C:2]1[CH:3]=[C:4]([CH:14]=[CH:15][C:16]=1[Cl:17])[CH2:5][N:6]1[CH2:11][CH2:10][O:9][CH:8]([CH2:12][NH2:13])[CH2:7]1.[Cl:18][C:19]1[CH:24]=[CH:23][CH:22]=[C:21]([N:25]=[C:26]=[O:27])[CH:20]=1. Given the product [Cl:18][C:19]1[CH:20]=[C:21]([NH:25][C:26]([NH:13][CH2:12][CH:8]2[O:9][CH2:10][CH2:11][N:6]([CH2:5][C:4]3[CH:14]=[CH:15][C:16]([Cl:17])=[C:2]([Cl:1])[CH:3]=3)[CH2:7]2)=[O:27])[CH:22]=[CH:23][CH:24]=1, predict the reactants needed to synthesize it. (8) Given the product [Cl:24][CH2:23][CH2:22][CH2:21][CH2:20][S:18][C:3]1[N:2]([CH3:1])[C:6]([C:7]2[CH:16]=[CH:15][CH:14]=[C:13]3[C:8]=2[CH:9]=[CH:10][C:11]([CH3:17])=[N:12]3)=[N:5][N:4]=1, predict the reactants needed to synthesize it. The reactants are: [CH3:1][N:2]1[C:6]([C:7]2[CH:16]=[CH:15][CH:14]=[C:13]3[C:8]=2[CH:9]=[CH:10][C:11]([CH3:17])=[N:12]3)=[N:5][NH:4][C:3]1=[S:18].Br[CH2:20][CH2:21][CH2:22][CH2:23][Cl:24].[H-].[Na+].C(OCC)(=O)C. (9) Given the product [CH2:10]([O:9][C:7]([NH:1][CH2:2][CH:3]([OH:5])[CH3:4])=[O:8])[C:11]1[CH:16]=[CH:15][CH:14]=[CH:13][CH:12]=1, predict the reactants needed to synthesize it. The reactants are: [NH2:1][CH2:2][CH:3]([OH:5])[CH3:4].Cl[C:7]([O:9][CH2:10][C:11]1[CH:16]=[CH:15][CH:14]=[CH:13][CH:12]=1)=[O:8].C(=O)([O-])[O-].[Na+].[Na+]. (10) Given the product [CH3:20][O:19][C:15]1[CH:14]=[C:13]([NH:12][C:4]2[N:3]=[C:2]([C:26]3[C:22]([CH3:21])=[N:23][NH:24][CH:25]=3)[N:7]=[C:6]3[N:8]([CH3:11])[N:9]=[CH:10][C:5]=23)[CH:18]=[CH:17][CH:16]=1, predict the reactants needed to synthesize it. The reactants are: Cl[C:2]1[N:7]=[C:6]2[N:8]([CH3:11])[N:9]=[CH:10][C:5]2=[C:4]([NH:12][C:13]2[CH:18]=[CH:17][CH:16]=[C:15]([O:19][CH3:20])[CH:14]=2)[N:3]=1.[CH3:21][C:22]1[C:26](B2OC(C)(C)C(C)(C)O2)=[CH:25][NH:24][N:23]=1.